This data is from CYP1A2 inhibition data for predicting drug metabolism from PubChem BioAssay. The task is: Regression/Classification. Given a drug SMILES string, predict its absorption, distribution, metabolism, or excretion properties. Task type varies by dataset: regression for continuous measurements (e.g., permeability, clearance, half-life) or binary classification for categorical outcomes (e.g., BBB penetration, CYP inhibition). Dataset: cyp1a2_veith. (1) The drug is CCOc1ccc(N(C(C)C(=O)NC(C)CC)S(C)(=O)=O)cc1. The result is 0 (non-inhibitor). (2) The result is 1 (inhibitor). The drug is Cc1ccc(-c2cccc(OC(=O)c3ccccc3F)c2)cc1. (3) The result is 1 (inhibitor). The compound is CCOCC(=O)Nc1c(C(=O)Nc2ccccc2OC)oc2ccccc12. (4) The molecule is O=C(c1csnn1)N1CCC[C@@]2(CCN(c3ccccc3)C2)C1. The result is 1 (inhibitor). (5) The compound is CC(C)(C)NC[C@H](O)COc1cccc2[nH]c(=O)[nH]c12. The result is 0 (non-inhibitor). (6) The drug is Cc1ccc(S(=O)(=O)N[C@H](C(=O)O)C(C)C)cc1. The result is 0 (non-inhibitor). (7) The drug is COC(=O)[C@@H](N)CCCN=C(N)N[N+](=O)[O-]. The result is 0 (non-inhibitor). (8) The compound is C[C@H](NC(=O)c1ccc(Cl)c(Cl)c1)c1ccc(-c2ccccc2)cc1. The result is 1 (inhibitor). (9) The result is 1 (inhibitor). The drug is O=C(c1ccco1)N1CCC2(CC1)CN(c1cccc(-c3ccccc3)c1)C2.